Dataset: HIV replication inhibition screening data with 41,000+ compounds from the AIDS Antiviral Screen. Task: Binary Classification. Given a drug SMILES string, predict its activity (active/inactive) in a high-throughput screening assay against a specified biological target. (1) The drug is CC(C#N)(CCC(=O)O)N=NC(C)(C#N)CCC(=O)O. The result is 0 (inactive). (2) The drug is Fc1cc(F)c(F)c(S)c1F. The result is 1 (active).